Dataset: Reaction yield outcomes from USPTO patents with 853,638 reactions. Task: Predict the reaction yield, written as a fraction of the theoretical maximum amount of product (1.0 means a 100% yield; for example, 0.34 means a 34% yield). (1) The yield is 0.830. The catalyst is ClCCl.CO. The product is [CH2:1]([C:3]1[S:25][C:6]2=[N:7][C:8]([N:12]3[CH2:13][CH2:14][NH:15][CH2:16][CH2:17]3)=[CH:9][C:10](=[O:11])[N:5]2[N:4]=1)[CH3:2]. The reactants are [CH2:1]([C:3]1[S:25][C:6]2=[N:7][C:8]([N:12]3[CH2:17][CH2:16][N:15](C(OC(C)(C)C)=O)[CH2:14][CH2:13]3)=[CH:9][C:10](=[O:11])[N:5]2[N:4]=1)[CH3:2].FC(F)(F)C(O)=O. (2) The reactants are Br[C:2]1[CH:3]=[N:4][N:5]([CH3:18])[C:6]=1[C:7]1[CH:8]=[C:9]([C:14]([O:16][CH3:17])=[O:15])[S:10][C:11]=1[CH2:12][CH3:13].C(=O)([O-])[O-].[K+].[K+].O1CCO[CH2:27][CH2:26]1. The catalyst is O.CC(C)([P](C(C)(C)C)([Pd][P](C(C)(C)C)(C(C)(C)C)C(C)(C)C)C(C)(C)C)C. The product is [CH:26]([C:2]1[CH:3]=[N:4][N:5]([CH3:18])[C:6]=1[C:7]1[CH:8]=[C:9]([C:14]([O:16][CH3:17])=[O:15])[S:10][C:11]=1[CH2:12][CH3:13])=[CH2:27]. The yield is 0.730. (3) The reactants are [F:1][C:2]([F:22])([F:21])[C:3]1[CH:4]=[C:5]([CH:18]=[CH:19][CH:20]=1)[O:6][C:7]1[CH:12]=[CH:11][C:10]([CH2:13][CH2:14][C:15](=[NH:17])[NH2:16])=[CH:9][CH:8]=1.[OH:23][CH:24]=[C:25]([CH2:30][CH3:31])[C:26](OC)=O.C([O-])(=O)C.[K+]. The catalyst is C1COCC1. The product is [CH2:30]([C:25]1[C:24](=[O:23])[N:17]=[C:15]([CH2:14][CH2:13][C:10]2[CH:9]=[CH:8][C:7]([O:6][C:5]3[CH:18]=[CH:19][CH:20]=[C:3]([C:2]([F:21])([F:22])[F:1])[CH:4]=3)=[CH:12][CH:11]=2)[NH:16][CH:26]=1)[CH3:31]. The yield is 0.163. (4) The reactants are [Br-:1].[CH3:2][C:3]([CH3:41])([CH2:30][CH2:31][N:32](C)[C:33](=O)OC(C)(C)C)[C:4](=[O:29])[NH:5][CH2:6][CH2:7][CH2:8][CH2:9][P+:10]([C:23]1[CH:28]=[CH:27][CH:26]=[CH:25][CH:24]=1)([C:17]1[CH:22]=[CH:21][CH:20]=[CH:19][CH:18]=1)[C:11]1[CH:16]=[CH:15][CH:14]=[CH:13][CH:12]=1.Cl.C(OCC)C.N. The catalyst is C(Cl)Cl.CO. The product is [Br-:1].[CH3:2][C:3]([CH3:41])([CH2:30][CH2:31][NH:32][CH3:33])[C:4]([NH:5][CH2:6][CH2:7][CH2:8][CH2:9][P+:10]([C:17]1[CH:18]=[CH:19][CH:20]=[CH:21][CH:22]=1)([C:23]1[CH:28]=[CH:27][CH:26]=[CH:25][CH:24]=1)[C:11]1[CH:16]=[CH:15][CH:14]=[CH:13][CH:12]=1)=[O:29]. The yield is 0.980. (5) The reactants are [C:1]([O:5][C:6](=[O:30])[CH2:7][C@@H:8]([C:15](N1[C@H](C)[C@H](C2C=CC=CC=2)OC1=O)=[O:16])[CH2:9][C@H:10]([CH3:14])[CH2:11][CH2:12][CH3:13])([CH3:4])([CH3:3])[CH3:2].[Li+].[OH-].OO.S(=O)(O)[O-:36].[Na+].S([O-])([O-])=O.[Na+].[Na+]. The product is [C:1]([O:5][C:6](=[O:30])[CH2:7][C@H:8]([CH2:9][C@H:10]([CH3:14])[CH2:11][CH2:12][CH3:13])[C:15]([OH:16])=[O:36])([CH3:2])([CH3:3])[CH3:4]. The catalyst is O.C1COCC1.CCOCC.CCCCCC. The yield is 0.930.